From a dataset of Full USPTO retrosynthesis dataset with 1.9M reactions from patents (1976-2016). Predict the reactants needed to synthesize the given product. (1) Given the product [CH3:35][O:34][N:33]([CH3:32])[C:28](=[O:30])[C:23]1[CH:24]=[CH:25][CH:26]=[CH:27][N:22]=1, predict the reactants needed to synthesize it. The reactants are: CCN=C=NCCCN(C)C.ON1C2C=CC=CC=2N=N1.[N:22]1[CH:27]=[CH:26][CH:25]=[CH:24][C:23]=1[C:28]([OH:30])=O.Cl.[CH3:32][NH:33][O:34][CH3:35]. (2) Given the product [C:1]([C:4]1[C:9]([C:10]2[CH:15]=[CH:14][CH:13]=[C:12]([N+:16]([O-:18])=[O:17])[CH:11]=2)=[N:8][N:7]([CH2:19][CH3:20])[C:6](=[O:21])[C:5]=1[NH:22][C:30]1[C:31]2[C:26](=[CH:2][CH:1]=[CH:4][CH:5]=2)[CH:27]=[CH:28][CH:29]=1)(=[O:3])[CH3:2], predict the reactants needed to synthesize it. The reactants are: [C:1]([C:4]1[C:9]([C:10]2[CH:15]=[CH:14][CH:13]=[C:12]([N+:16]([O-:18])=[O:17])[CH:11]=2)=[N:8][N:7]([CH2:19][CH3:20])[C:6](=[O:21])[C:5]=1[N+:22]([O-])=O)(=[O:3])[CH3:2].N[C:26]1[CH:31]=[CH:30][CH:29]=[CH:28][CH:27]=1. (3) Given the product [CH2:1]([N:3]1[C:7]2=[N:8][C:9]([CH2:48][CH3:49])=[C:10]([CH2:19][NH:20][C:21]([C:23]3[CH:28]=[CH:27][CH:26]=[C:25]([C:29]([NH:31][CH2:32][C:33]4[CH:34]=[C:35]([C:40]5[CH:45]=[CH:44][CH:43]=[C:42]([CH2:46][N:55]6[CH2:54][C@H:53]([CH3:57])[NH:52][C@H:51]([CH3:50])[CH2:56]6)[CH:41]=5)[CH:36]=[CH:37][C:38]=4[CH3:39])=[O:30])[CH:24]=3)=[O:22])[C:11]([NH:12][CH:13]3[CH2:18][CH2:17][O:16][CH2:15][CH2:14]3)=[C:6]2[CH:5]=[N:4]1)[CH3:2], predict the reactants needed to synthesize it. The reactants are: [CH2:1]([N:3]1[C:7]2=[N:8][C:9]([CH2:48][CH3:49])=[C:10]([CH2:19][NH:20][C:21]([C:23]3[CH:28]=[CH:27][CH:26]=[C:25]([C:29]([NH:31][CH2:32][C:33]4[CH:34]=[C:35]([C:40]5[CH:45]=[CH:44][CH:43]=[C:42]([CH:46]=O)[CH:41]=5)[CH:36]=[CH:37][C:38]=4[CH3:39])=[O:30])[CH:24]=3)=[O:22])[C:11]([NH:12][CH:13]3[CH2:18][CH2:17][O:16][CH2:15][CH2:14]3)=[C:6]2[CH:5]=[N:4]1)[CH3:2].[CH3:50][CH:51]1[CH2:56][NH:55][CH2:54][CH:53]([CH3:57])[NH:52]1.CC(O)=O.[BH-](OC(C)=O)(OC(C)=O)OC(C)=O.[Na+].